Dataset: Full USPTO retrosynthesis dataset with 1.9M reactions from patents (1976-2016). Task: Predict the reactants needed to synthesize the given product. Given the product [NH2:33][C:16]1[N:17]=[C:18]([C:19]2[CH:24]=[CH:23][CH:22]=[CH:21][C:20]=2[F:25])[C:13]2[CH:12]=[CH:11][C:10](=[O:30])[N:9]([C:3]3[C:2]([F:1])=[CH:7][CH:6]=[CH:5][C:4]=3[F:8])[C:14]=2[N:15]=1, predict the reactants needed to synthesize it. The reactants are: [F:1][C:2]1[CH:7]=[CH:6][CH:5]=[C:4]([F:8])[C:3]=1[N:9]1[C:14]2[N:15]=[C:16](S(C)(=O)=O)[N:17]=[C:18]([C:19]3[CH:24]=[CH:23][CH:22]=[CH:21][C:20]=3[F:25])[C:13]=2[CH:12]=[CH:11][C:10]1=[O:30].O.C[N:33]1CCCC1=O.